Dataset: Peptide-MHC class I binding affinity with 185,985 pairs from IEDB/IMGT. Task: Regression. Given a peptide amino acid sequence and an MHC pseudo amino acid sequence, predict their binding affinity value. This is MHC class I binding data. (1) The peptide sequence is HIGHHYIWI. The MHC is HLA-A02:03 with pseudo-sequence HLA-A02:03. The binding affinity (normalized) is 0.371. (2) The peptide sequence is SVKERGPAY. The MHC is HLA-A69:01 with pseudo-sequence HLA-A69:01. The binding affinity (normalized) is 0.0847. (3) The binding affinity (normalized) is 0.431. The MHC is H-2-Db with pseudo-sequence H-2-Db. The peptide sequence is AALKNLCFYS. (4) The peptide sequence is STFATVLEY. The MHC is HLA-B15:17 with pseudo-sequence HLA-B15:17. The binding affinity (normalized) is 0.936.